This data is from Full USPTO retrosynthesis dataset with 1.9M reactions from patents (1976-2016). The task is: Predict the reactants needed to synthesize the given product. (1) The reactants are: C[O:2][C:3](=O)[CH:4]([CH:10]([CH3:13])[CH:11]=O)[CH2:5][C:6]([O:8][CH3:9])=[O:7].C(O)(=O)C.O.[NH2:20][NH2:21]. Given the product [CH3:9][O:8][C:6](=[O:7])[CH2:5][CH:4]1[CH:10]([CH3:13])[CH:11]=[N:21][NH:20][C:3]1=[O:2], predict the reactants needed to synthesize it. (2) Given the product [CH3:8][C@H:7]([NH:6][C:23]([C@@H:17]([NH2:16])[CH2:18][CH2:19][CH2:20][CH2:21][NH2:22])=[O:24])[CH2:9][C:10]1[CH:15]=[CH:14][CH:13]=[CH:12][CH:11]=1.[CH3:26][S:1]([OH:5])(=[O:3])=[O:2].[CH3:36][S:1]([OH:5])(=[O:3])=[O:2], predict the reactants needed to synthesize it. The reactants are: [S:1]([OH:5])(O)(=[O:3])=[O:2].[NH2:6][CH:7]([CH2:9][C:10]1[CH:15]=[CH:14][CH:13]=[CH:12][CH:11]=1)[CH3:8].[NH2:16][C@H:17]([C:23](O)=[O:24])[CH2:18][CH2:19][CH2:20][CH2:21][NH2:22].[CH3:26][C@H](N)CC1C=CC=CC=1.[CH3:36][C@H](N)CC1C=CC=CC=1. (3) Given the product [F:15][C:16]1[CH:17]=[C:18]([CH:19]=[CH:20][CH:21]=1)[CH2:22][NH:23][C:12]([C:10]1[S:11][C:7]([C:4]2[CH:3]=[CH:2][N:1]=[CH:6][CH:5]=2)=[CH:8][CH:9]=1)=[O:14], predict the reactants needed to synthesize it. The reactants are: [N:1]1[CH:6]=[CH:5][C:4]([C:7]2[S:11][C:10]([C:12]([OH:14])=O)=[CH:9][CH:8]=2)=[CH:3][CH:2]=1.[F:15][C:16]1[CH:17]=[C:18]([CH2:22][NH2:23])[CH:19]=[CH:20][CH:21]=1. (4) Given the product [CH2:2]([NH:15][C:16]1[NH:17][C:36]([CH3:38])([CH3:35])[N:26]=[C:19]([N:20]2[CH2:25][CH2:24][O:23][CH2:22][CH2:21]2)[N:18]=1)[CH2:3][CH2:4][CH2:5][CH2:6][CH2:7][CH2:8][CH2:9][CH2:10][CH2:11][CH2:12][CH2:13][CH3:14], predict the reactants needed to synthesize it. The reactants are: Cl.[CH2:2]([NH:15][C:16]([NH:18][C:19](=[NH:26])[N:20]1[CH2:25][CH2:24][O:23][CH2:22][CH2:21]1)=[NH:17])[CH2:3][CH2:4][CH2:5][CH2:6][CH2:7][CH2:8][CH2:9][CH2:10][CH2:11][CH2:12][CH2:13][CH3:14].C(O)C.S(=O)(=O)(O)O.[CH3:35][C:36]([CH3:38])=O.